This data is from Reaction yield outcomes from USPTO patents with 853,638 reactions. The task is: Predict the reaction yield, written as a fraction of the theoretical maximum amount of product (1.0 means a 100% yield; for example, 0.34 means a 34% yield). (1) The reactants are C(OC(=O)NC1(C2C=CC(C3C(=O)C4C(=CC=C(F)C=4)OC=3C3C=CC=CC=3)=CC=2)CCC1)(C)(C)C.[Br:37][C:38]1[CH:39]=[CH:40][CH:41]=[C:42]2[C:47]=1[O:46][C:45]([C:48]1[CH:53]=[CH:52][CH:51]=[CH:50][CH:49]=1)=[C:44](I)[C:43]2=[O:55].CC1(C)C(C)(C)OB([C:64]2[CH:69]=[CH:68][C:67]([C:70]3([NH:74][S:75]([C:77]([CH3:80])([CH3:79])[CH3:78])=[O:76])[CH2:73][O:72][CH2:71]3)=[CH:66][CH:65]=2)O1. No catalyst specified. The product is [Br:37][C:38]1[CH:39]=[CH:40][CH:41]=[C:42]2[C:47]=1[O:46][C:45]([C:48]1[CH:53]=[CH:52][CH:51]=[CH:50][CH:49]=1)=[C:44]([C:64]1[CH:65]=[CH:66][C:67]([C:70]3([NH:74][S:75]([C:77]([CH3:80])([CH3:79])[CH3:78])=[O:76])[CH2:73][O:72][CH2:71]3)=[CH:68][CH:69]=1)[C:43]2=[O:55]. The yield is 0.550. (2) The reactants are [Cl:1][C:2]1[CH:3]=[CH:4][C:5]([S:9][CH3:10])=[C:6]([NH2:8])[CH:7]=1.[O:11]1[CH:15]=[CH:14][CH:13]=[C:12]1[S:16](Cl)(=[O:18])=[O:17]. No catalyst specified. The product is [Cl:1][C:2]1[CH:3]=[CH:4][C:5]([S:9][CH3:10])=[C:6]([NH:8][S:16]([C:12]2[O:11][CH:15]=[CH:14][CH:13]=2)(=[O:18])=[O:17])[CH:7]=1. The yield is 0.470. (3) The reactants are [OH:1][B:2]1[C:6]2[CH:7]=[CH:8][C:9]([O:11][C:12]3[C:19]([O:20]COC)=[CH:18][C:15]([C:16]#[N:17])=[CH:14][N:13]=3)=[CH:10][C:5]=2[CH2:4][O:3]1.Cl.CCOCC. The catalyst is CO. The product is [OH:20][C:19]1[C:12]([O:11][C:9]2[CH:8]=[CH:7][C:6]3[B:2]([OH:1])[O:3][CH2:4][C:5]=3[CH:10]=2)=[N:13][CH:14]=[C:15]([CH:18]=1)[C:16]#[N:17]. The yield is 0.410.